This data is from Catalyst prediction with 721,799 reactions and 888 catalyst types from USPTO. The task is: Predict which catalyst facilitates the given reaction. Reactant: [C:1](=[N:4][OH:5])([NH2:3])[CH3:2].C(N(CC)CC)C.[CH3:13][O:14][C:15]([C@H:17]1[CH2:22][CH2:21][C@H:20]([C:23](Cl)=O)[CH2:19][CH2:18]1)=[O:16]. Product: [CH3:13][O:14][C:15]([C@H:17]1[CH2:22][CH2:21][C@H:20]([C:23]2[O:5][N:4]=[C:1]([CH3:2])[N:3]=2)[CH2:19][CH2:18]1)=[O:16]. The catalyst class is: 7.